Binary Classification. Given a T-cell receptor sequence (or CDR3 region) and an epitope sequence, predict whether binding occurs between them. From a dataset of TCR-epitope binding with 47,182 pairs between 192 epitopes and 23,139 TCRs. (1) The epitope is EILDITPCSF. The TCR CDR3 sequence is CASSQGAGIPLGYGYTF. Result: 1 (the TCR binds to the epitope). (2) The epitope is SEVGPEHSLAEY. The TCR CDR3 sequence is CASSPLTEPYYGYTF. Result: 0 (the TCR does not bind to the epitope). (3) The epitope is KLGGALQAK. The TCR CDR3 sequence is CASMSIYGYTF. Result: 1 (the TCR binds to the epitope). (4) The epitope is NLVPMVATV. The TCR CDR3 sequence is CSATIEGEYYGYTF. Result: 1 (the TCR binds to the epitope). (5) The epitope is FSKQLQQSM. The TCR CDR3 sequence is CATAEGAGELFF. Result: 0 (the TCR does not bind to the epitope). (6) The epitope is KLPDDFTGCV. The TCR CDR3 sequence is CASSLVQGRWSYNEQFF. Result: 1 (the TCR binds to the epitope). (7) The epitope is QASQEVKNW. The TCR CDR3 sequence is CASSYGGTGGLTEQYF. Result: 0 (the TCR does not bind to the epitope). (8) The epitope is YFPLQSYGF. The TCR CDR3 sequence is CASSLVAGMVTQYF. Result: 1 (the TCR binds to the epitope). (9) The epitope is TEILPVSMTK. The TCR CDR3 sequence is CASSSSGGASYEQYF. Result: 0 (the TCR does not bind to the epitope). (10) The epitope is FLNGSCGSV. The TCR CDR3 sequence is CAISGTYEQYF. Result: 1 (the TCR binds to the epitope).